From a dataset of Reaction yield outcomes from USPTO patents with 853,638 reactions. Predict the reaction yield, written as a fraction of the theoretical maximum amount of product (1.0 means a 100% yield; for example, 0.34 means a 34% yield). (1) The reactants are FC(F)(F)S(O[C:7]1[CH:8]=[CH:9][C:10]2[C:11]([CH:25]=1)=[CH:12][CH:13]=[C:14]1[C:19]=2[O:18][CH2:17][C:16]2[CH:20]=[C:21]([Br:24])[CH:22]=[CH:23][C:15]1=2)(=O)=O.C([Sn](CCCC)(CCCC)[C:33]([O:35]CC)=[CH2:34])CCC.O.[Br:47]N1C(=O)CCC1=O. The catalyst is CN(C)C=O.ClCCl.C1C=CC(P(C2C=CC=CC=2)CCP(C2C=CC=CC=2)C2C=CC=CC=2)=CC=1.Cl[Pd]Cl. The product is [Br:47][CH2:35][C:33]([C:7]1[CH:8]=[CH:9][C:10]2[C:11]([CH:25]=1)=[CH:12][CH:13]=[C:14]1[C:19]=2[O:18][CH2:17][C:16]2[CH:20]=[C:21]([Br:24])[CH:22]=[CH:23][C:15]1=2)=[O:34]. The yield is 0.570. (2) The reactants are C([O:8][C:9]1[C:10]2[CH:31]=[CH:30][CH:29]=[CH:28][C:11]=2[C:12]2[C@H:13]([CH2:26][Cl:27])[CH2:14][N:15]([C:18](=[O:25])[CH2:19][CH2:20][CH2:21][C:22]([OH:24])=[O:23])[C:16]=2[CH:17]=1)C1C=CC=CC=1.C([O-])=O.[NH4+]. The catalyst is C1COCC1.[Pd]. The product is [Cl:27][CH2:26][C@H:13]1[C:12]2[C:11]3[CH:28]=[CH:29][CH:30]=[CH:31][C:10]=3[C:9]([OH:8])=[CH:17][C:16]=2[N:15]([C:18](=[O:25])[CH2:19][CH2:20][CH2:21][C:22]([OH:24])=[O:23])[CH2:14]1. The yield is 0.630. (3) The reactants are Br[C:2]1[C:3]([CH3:14])=[C:4]([CH3:13])[C:5]2[O:9][C:8]([CH3:11])([CH3:10])[CH2:7][C:6]=2[CH:12]=1.[CH3:15][O:16][C:17]1[CH:22]=[CH:21][C:20]([N:23]2[CH2:28][CH2:27][NH:26][CH2:25][CH2:24]2)=[CH:19][CH:18]=1. No catalyst specified. The product is [CH3:15][O:16][C:17]1[CH:18]=[CH:19][C:20]([N:23]2[CH2:28][CH2:27][N:26]([C:2]3[C:3]([CH3:14])=[C:4]([CH3:13])[C:5]4[O:9][C:8]([CH3:11])([CH3:10])[CH2:7][C:6]=4[CH:12]=3)[CH2:25][CH2:24]2)=[CH:21][CH:22]=1. The yield is 0.580.